This data is from Reaction yield outcomes from USPTO patents with 853,638 reactions. The task is: Predict the reaction yield, written as a fraction of the theoretical maximum amount of product (1.0 means a 100% yield; for example, 0.34 means a 34% yield). The reactants are C([O:3][C:4]([CH:6]1[O:10][C:9](=[O:11])[N:8]([C:12]2[CH:17]=[CH:16][C:15]([N:18]3[CH:23]=[CH:22][C:21](=[O:24])[CH2:20][CH2:19]3)=[C:14]([F:25])[CH:13]=2)[CH2:7]1)=O)C.[CH3:26][NH2:27]. The catalyst is CO. The product is [CH3:26][NH:27][C:4]([C@@H:6]1[O:10][C:9](=[O:11])[N:8]([C:12]2[CH:17]=[CH:16][C:15]([N:18]3[CH:23]=[CH:22][C:21](=[O:24])[CH2:20][CH2:19]3)=[C:14]([F:25])[CH:13]=2)[CH2:7]1)=[O:3]. The yield is 0.520.